This data is from Reaction yield outcomes from USPTO patents with 853,638 reactions. The task is: Predict the reaction yield, written as a fraction of the theoretical maximum amount of product (1.0 means a 100% yield; for example, 0.34 means a 34% yield). (1) The reactants are [H-].[H-].[H-].[H-].[Li+].[Al+3].[CH3:7][C:8]([C:15]1[NH:16][C:17]2[C:22]([CH:23]=1)=[CH:21][C:20]([N+:24]([O-:26])=[O:25])=[CH:19][CH:18]=2)([CH3:14])[C:9](OCC)=[O:10].O.[OH-].[Na+]. The catalyst is C1COCC1. The product is [CH3:14][C:8]([C:15]1[NH:16][C:17]2[C:22]([CH:23]=1)=[CH:21][C:20]([N+:24]([O-:26])=[O:25])=[CH:19][CH:18]=2)([CH3:7])[CH2:9][OH:10]. The yield is 0.580. (2) The yield is 0.770. The reactants are [CH3:1][C:2]1([CH3:22])[C:11](=[O:12])[NH:10][C:9]2[N:8]=[CH:7][C:6](/[CH:13]=[CH:14]/[C:15]([O:17]C(C)(C)C)=[O:16])=[CH:5][C:4]=2[CH2:3]1. The catalyst is C(Cl)Cl. The product is [CH3:1][C:2]1([CH3:22])[C:11](=[O:12])[NH:10][C:9]2[N:8]=[CH:7][C:6](/[CH:13]=[CH:14]/[C:15]([OH:17])=[O:16])=[CH:5][C:4]=2[CH2:3]1. (3) The reactants are [NH2:1][C:2]1[C:16]([F:17])=[CH:15][C:5]([O:6][C:7]2[CH:12]=[CH:11][N:10]=[C:9]([NH2:13])[C:8]=2I)=[C:4]([F:18])[CH:3]=1.[CH3:19][N:20]1[CH:24]=[C:23](B2OC(C)(C)C(C)(C)O2)[CH:22]=[N:21]1.C([O-])([O-])=O.[K+].[K+].C([O-])(O)=O.[Na+]. The catalyst is O1CCOCC1.O.C1C=CC([P]([Pd]([P](C2C=CC=CC=2)(C2C=CC=CC=2)C2C=CC=CC=2)([P](C2C=CC=CC=2)(C2C=CC=CC=2)C2C=CC=CC=2)[P](C2C=CC=CC=2)(C2C=CC=CC=2)C2C=CC=CC=2)(C2C=CC=CC=2)C2C=CC=CC=2)=CC=1. The product is [NH2:1][C:2]1[C:16]([F:17])=[CH:15][C:5]([O:6][C:7]2[CH:12]=[CH:11][N:10]=[C:9]([NH2:13])[C:8]=2[C:23]2[CH:22]=[N:21][N:20]([CH3:19])[CH:24]=2)=[C:4]([F:18])[CH:3]=1. The yield is 0.652. (4) The catalyst is C1COCC1.CO.O.CCOC(C)=O. The product is [Cl:14][C:11]1[CH:12]=[C:13]2[C:8]([C:7]([C:15](=[O:20])[C:16]([F:17])([F:18])[F:19])=[CH:6][N:5]2[CH2:4][C:3]([OH:21])=[O:2])=[CH:9][CH:10]=1. The reactants are C[O:2][C:3](=[O:21])[CH2:4][N:5]1[C:13]2[C:8](=[CH:9][CH:10]=[C:11]([Cl:14])[CH:12]=2)[C:7]([C:15](=[O:20])[C:16]([F:19])([F:18])[F:17])=[CH:6]1.O[Li].O.Cl. The yield is 0.990. (5) The reactants are [C:1]12([C:15]([O:17]C)=[O:16])[CH2:10][CH:5]3[CH2:6][CH:7]([CH2:9][C:3]([C:11]([O:13][CH3:14])=[O:12])([CH2:4]3)[CH2:2]1)[CH2:8]2.[OH-].[K+].O. The catalyst is CO. The yield is 0.900. The product is [CH3:14][O:13][C:11]([C:3]12[CH2:4][CH:5]3[CH2:6][CH:7]([CH2:8][C:1]([C:15]([OH:17])=[O:16])([CH2:10]3)[CH2:2]1)[CH2:9]2)=[O:12]. (6) The reactants are [CH2:1]([O:8][C:9]1[CH:14]=[CH:13][C:12]([OH:15])=[C:11]([CH2:16][CH2:17][CH3:18])[CH:10]=1)[C:2]1[CH:7]=[CH:6][CH:5]=[CH:4][CH:3]=1.[H-].[Na+].Br[CH2:22][C:23]([O:25][CH2:26][CH3:27])=[O:24]. The catalyst is CN(C=O)C. The product is [CH2:26]([O:25][C:23](=[O:24])[CH2:22][O:15][C:12]1[CH:13]=[CH:14][C:9]([O:8][CH2:1][C:2]2[CH:3]=[CH:4][CH:5]=[CH:6][CH:7]=2)=[CH:10][C:11]=1[CH2:16][CH2:17][CH3:18])[CH3:27]. The yield is 0.970. (7) The reactants are Br[C:2]1[CH:7]=[C:6]([C@@H:8]2[CH2:12][CH2:11][CH2:10][N:9]2[C@@H:13]([C:15]2[CH:20]=[CH:19][C:18]([O:21][CH3:22])=[CH:17][CH:16]=2)[CH3:14])[CH:5]=[CH:4][N:3]=1.[C:23]([O:27][C:28]([N:30]1[C:38]2[C:33](=[CH:34][CH:35]=[CH:36][CH:37]=2)[C:32](B2OC(C)(C)C(C)(C)O2)=[CH:31]1)=[O:29])([CH3:26])([CH3:25])[CH3:24].C(=O)([O-])[O-].[Na+].[Na+].O. The catalyst is C1(C)C=CC=CC=1.C(O)C.C1C=CC([P]([Pd]([P](C2C=CC=CC=2)(C2C=CC=CC=2)C2C=CC=CC=2)([P](C2C=CC=CC=2)(C2C=CC=CC=2)C2C=CC=CC=2)[P](C2C=CC=CC=2)(C2C=CC=CC=2)C2C=CC=CC=2)(C2C=CC=CC=2)C2C=CC=CC=2)=CC=1.CCOC(C)=O. The product is [C:23]([O:27][C:28]([N:30]1[C:38]2[C:33](=[CH:34][CH:35]=[CH:36][CH:37]=2)[C:32]([C:2]2[CH:7]=[C:6]([C@@H:8]3[CH2:12][CH2:11][CH2:10][N:9]3[C@@H:13]([C:15]3[CH:20]=[CH:19][C:18]([O:21][CH3:22])=[CH:17][CH:16]=3)[CH3:14])[CH:5]=[CH:4][N:3]=2)=[CH:31]1)=[O:29])([CH3:26])([CH3:24])[CH3:25]. The yield is 0.790.